This data is from Catalyst prediction with 721,799 reactions and 888 catalyst types from USPTO. The task is: Predict which catalyst facilitates the given reaction. (1) Reactant: [CH2:1]([O:3][C:4](=[O:11])/[CH:5]=[CH:6]/[C:7]([F:10])([F:9])[F:8])[CH3:2].[N+:12]([CH3:15])([O-:14])=[O:13].CN(C)C(=N)N(C)C.S(=O)(=O)(O)O. Product: [CH2:1]([O:3][C:4](=[O:11])[CH2:5][CH:6]([CH2:15][N+:12]([O-:14])=[O:13])[C:7]([F:9])([F:10])[F:8])[CH3:2]. The catalyst class is: 6. (2) Reactant: [Si:1]([O:8][C@H:9]1[CH2:14][N:13]([C:15]([O:17][C:18]([CH3:21])([CH3:20])[CH3:19])=[O:16])[C@@H:12]([CH2:22][CH2:23]O)[CH2:11][CH2:10]1)([C:4]([CH3:7])([CH3:6])[CH3:5])([CH3:3])[CH3:2].C(N(C(C)C)CC)(C)C.CS(Cl)(=O)=O.[O:39]=[C:40]1[NH:45][C:44]2[CH:46]=[C:47]([C:50]#[N:51])[CH:48]=[CH:49][C:43]=2[O:42][CH2:41]1.[H-].[Na+].S([O-])(=O)(=O)C. Product: [Si:1]([O:8][C@H:9]1[CH2:14][N:13]([C:15]([O:17][C:18]([CH3:21])([CH3:19])[CH3:20])=[O:16])[C@@H:12]([CH2:22][CH2:23][N:45]2[C:44]3[CH:46]=[C:47]([C:50]#[N:51])[CH:48]=[CH:49][C:43]=3[O:42][CH2:41][C:40]2=[O:39])[CH2:11][CH2:10]1)([C:4]([CH3:6])([CH3:5])[CH3:7])([CH3:3])[CH3:2]. The catalyst class is: 59. (3) The catalyst class is: 2. Product: [F:46][C:45]([F:48])([F:47])[S:42]([O:27][C:5]1[CH:6]=[CH:7][C:8]([C:9]2[N:10]=[N:11][C:12]([N:15]([CH3:26])[CH:16]3[CH2:21][C:20]([CH3:23])([CH3:22])[NH:19][C:18]([CH3:25])([CH3:24])[CH2:17]3)=[CH:13][CH:14]=2)=[C:3]([O:2][CH3:1])[CH:4]=1)(=[O:44])=[O:43]. Reactant: [CH3:1][O:2][C:3]1[CH:4]=[C:5]([OH:27])[CH:6]=[CH:7][C:8]=1[C:9]1[N:10]=[N:11][C:12]([N:15]([CH3:26])[CH:16]2[CH2:21][C:20]([CH3:23])([CH3:22])[NH:19][C:18]([CH3:25])([CH3:24])[CH2:17]2)=[CH:13][CH:14]=1.C(N(CC)CC)C.C1C=CC(N([S:42]([C:45]([F:48])([F:47])[F:46])(=[O:44])=[O:43])[S:42]([C:45]([F:48])([F:47])[F:46])(=[O:44])=[O:43])=CC=1.Cl. (4) Reactant: [NH2:1][C:2]1[C:7]([C:8]#[N:9])=[C:6]([C:10]2[CH:18]=[CH:17][C:13]3[O:14][CH2:15][O:16][C:12]=3[CH:11]=2)[C:5]([C:19]#[N:20])=[C:4](SC2C=CC=CC=2)[N:3]=1.C([CH:30]([C:34](N)=[O:35])C(N)=O)C.[CH3:37][C:38](C)([O-:40])C.[K+].O. Product: [CH2:38]([O:40][C:34](=[O:35])[CH2:30][C:4]1[C:5]([C:19]#[N:20])=[C:6]([C:10]2[CH:18]=[CH:17][C:13]3[O:14][CH2:15][O:16][C:12]=3[CH:11]=2)[C:7]([C:8]#[N:9])=[C:2]([NH2:1])[N:3]=1)[CH3:37]. The catalyst class is: 3. (5) Reactant: CC(OI1(OC(C)=O)(OC(C)=O)OC(=O)C2C=CC=CC1=2)=O.[C:23]([SiH2:27][O:28][C:29]([CH3:42])([CH3:41])[C:30]1[CH:31]=[C:32]([CH2:39][OH:40])[CH:33]=[C:34]([N:36]([CH3:38])[CH3:37])[CH:35]=1)([CH3:26])([CH3:25])[CH3:24].C(=O)(O)[O-].[Na+]. Product: [C:23]([SiH2:27][O:28][C:29]([CH3:42])([CH3:41])[C:30]1[CH:31]=[C:32]([CH:33]=[C:34]([N:36]([CH3:38])[CH3:37])[CH:35]=1)[CH:39]=[O:40])([CH3:26])([CH3:25])[CH3:24]. The catalyst class is: 2. (6) Reactant: [F:1][C:2]1[CH:3]=[C:4]([NH:8][C:9]([C:11]2[NH:12][C:13](C3C4C(=CC=C(C(F)(F)F)C=4)NN=3)=[CH:14][CH:15]=2)=[O:10])[CH:5]=[CH:6][CH:7]=1.[Cl:29][C:30]1[CH:38]=[C:37]([N+:39]([O-:41])=[O:40])[CH:36]=[CH:35][C:31]=1[C:32](Cl)=[O:33].[Sn](Cl)(Cl)(Cl)Cl. Product: [F:1][C:2]1[CH:3]=[C:4]([NH:8][C:9]([C:11]2[NH:12][C:13]([C:32](=[O:33])[C:31]3[CH:35]=[CH:36][C:37]([N+:39]([O-:41])=[O:40])=[CH:38][C:30]=3[Cl:29])=[CH:14][CH:15]=2)=[O:10])[CH:5]=[CH:6][CH:7]=1. The catalyst class is: 48. (7) Reactant: [NH2:1][C:2]1[S:3][C:4]([CH2:10][C:11]([F:14])([F:13])[F:12])=[CH:5][C:6]=1[C:7]([NH2:9])=[O:8].[CH2:15](OC(OCC)OCC)C. Product: [F:13][C:11]([F:12])([F:14])[CH2:10][C:4]1[S:3][C:2]2[N:1]=[CH:15][NH:9][C:7](=[O:8])[C:6]=2[CH:5]=1. The catalyst class is: 15.